From a dataset of NCI-60 drug combinations with 297,098 pairs across 59 cell lines. Regression. Given two drug SMILES strings and cell line genomic features, predict the synergy score measuring deviation from expected non-interaction effect. Drug 1: CC(C)(C#N)C1=CC(=CC(=C1)CN2C=NC=N2)C(C)(C)C#N. Drug 2: C(CC(=O)O)C(=O)CN.Cl. Cell line: OVCAR-8. Synergy scores: CSS=-4.53, Synergy_ZIP=2.22, Synergy_Bliss=1.04, Synergy_Loewe=-3.40, Synergy_HSA=-3.29.